This data is from Catalyst prediction with 721,799 reactions and 888 catalyst types from USPTO. The task is: Predict which catalyst facilitates the given reaction. (1) The catalyst class is: 21. Reactant: Cl.[NH2:2][C:3]1[CH:36]=[CH:35][C:6]2[NH:7][C:8]([C:13]3[C:14](=[O:34])[C:15]([CH2:25][CH2:26][CH2:27][CH:28]4[CH2:33][CH2:32][CH2:31][CH2:30][CH2:29]4)([CH3:24])[C:16]4[C:21]([C:22]=3[OH:23])=[CH:20][CH:19]=[CH:18][CH:17]=4)=[N:9][S:10](=[O:12])(=[O:11])[C:5]=2[CH:4]=1.[S:37](Cl)([CH3:40])(=[O:39])=[O:38].N1C=CC=CC=1. Product: [CH:28]1([CH2:27][CH2:26][CH2:25][C:15]2([CH3:24])[C:16]3[C:21](=[CH:20][CH:19]=[CH:18][CH:17]=3)[C:22]([OH:23])=[C:13]([C:8]3[NH:7][C:6]4[CH:35]=[CH:36][C:3]([NH:2][S:37]([CH3:40])(=[O:39])=[O:38])=[CH:4][C:5]=4[S:10](=[O:12])(=[O:11])[N:9]=3)[C:14]2=[O:34])[CH2:29][CH2:30][CH2:31][CH2:32][CH2:33]1. (2) Reactant: C(Cl)(=O)C(Cl)=O.CS(C)=O.[C:11]([O:15][C:16]([N:18]1[CH2:23][CH2:22][CH:21]([CH2:24][OH:25])[CH2:20][CH2:19]1)=[O:17])([CH3:14])([CH3:13])[CH3:12].C(N(CC)CC)C.[Cl-].[NH4+]. Product: [C:11]([O:15][C:16]([N:18]1[CH2:23][CH2:22][CH:21]([CH:24]=[O:25])[CH2:20][CH2:19]1)=[O:17])([CH3:14])([CH3:13])[CH3:12]. The catalyst class is: 4. (3) Reactant: [CH:1]1([C@@H:4]2[C@@:9]([CH3:11])([OH:10])[C@H:8]([OH:12])[CH2:7][C@H:6]([C:13]3[CH:18]=[CH:17][N:16]=[CH:15][C:14]=3[N+:19]([O-:21])=[O:20])[O:5]2)[CH2:3][CH2:2]1.[C:22](OC(=O)C)(=[O:24])[CH3:23]. Product: [C:22]([O:12][C@@H:8]1[CH2:7][C@H:6]([C:13]2[CH:18]=[CH:17][N:16]=[CH:15][C:14]=2[N+:19]([O-:21])=[O:20])[O:5][C@H:4]([CH:1]2[CH2:2][CH2:3]2)[C@:9]1([OH:10])[CH3:11])(=[O:24])[CH3:23]. The catalyst class is: 17. (4) The catalyst class is: 1. Reactant: C(N(CC)CC)C.[N:8]1([S:14]([C:17]2[CH:22]=[CH:21][C:20]([NH:23][C:24](=[O:27])[CH:25]=[CH2:26])=[CH:19][CH:18]=2)(=[O:16])=[O:15])[CH2:13][CH2:12][NH:11][CH2:10][CH2:9]1.[N:28]1[CH:33]=[CH:32][CH:31]=[C:30]([CH2:34][CH2:35][C:36](O)=[O:37])[CH:29]=1.C(Cl)CCl. Product: [N:28]1[CH:33]=[CH:32][CH:31]=[C:30]([CH2:34][CH2:35][C:36]([N:11]2[CH2:10][CH2:9][N:8]([S:14]([C:17]3[CH:18]=[CH:19][C:20]([NH:23][C:24](=[O:27])[CH:25]=[CH2:26])=[CH:21][CH:22]=3)(=[O:15])=[O:16])[CH2:13][CH2:12]2)=[O:37])[CH:29]=1. (5) Reactant: [CH3:1][C:2]1[CH:7]=[CH:6][C:5]([S:8]([C:11]2[CH:18]=[CH:17][CH:16]=[CH:15][C:12]=2[CH:13]=O)(=[O:10])=[O:9])=[CH:4][CH:3]=1.[CH3:19][O:20][C:21]1[CH:22]=[C:23]([CH2:27][C:28]([NH:30][NH2:31])=[O:29])[CH:24]=[CH:25][CH:26]=1. Product: [CH3:19][O:20][C:21]1[CH:22]=[C:23]([CH2:27][C:28]([NH:30]/[N:31]=[CH:13]/[C:12]2[CH:15]=[CH:16][CH:17]=[CH:18][C:11]=2[S:8]([C:5]2[CH:6]=[CH:7][C:2]([CH3:1])=[CH:3][CH:4]=2)(=[O:10])=[O:9])=[O:29])[CH:24]=[CH:25][CH:26]=1. The catalyst class is: 14. (6) Reactant: C(N(S(F)(F)[F:7])CC)C.[F:10][C:11]1[CH:12]=[C:13]([C@@H:19]2[CH2:28][C@H:27](O)[CH2:26][C@@H:25]3[N:20]2[C:21](=[O:45])/[C:22](=[CH:30]/[C:31]2[CH:36]=[CH:35][C:34]([N:37]4[CH:41]=[C:40]([CH3:42])[N:39]=[CH:38]4)=[C:33]([O:43][CH3:44])[CH:32]=2)/[CH2:23][CH2:24]3)[CH:14]=[C:15]([F:18])[C:16]=1[F:17].O.C(OCC)(=O)C. Product: [F:7][C@H:27]1[CH2:26][C@@H:25]2[N:20]([C:21](=[O:45])/[C:22](=[CH:30]/[C:31]3[CH:36]=[CH:35][C:34]([N:37]4[CH:41]=[C:40]([CH3:42])[N:39]=[CH:38]4)=[C:33]([O:43][CH3:44])[CH:32]=3)/[CH2:23][CH2:24]2)[C@H:19]([C:13]2[CH:14]=[C:15]([F:18])[C:16]([F:17])=[C:11]([F:10])[CH:12]=2)[CH2:28]1. The catalyst class is: 4.